From a dataset of Catalyst prediction with 721,799 reactions and 888 catalyst types from USPTO. Predict which catalyst facilitates the given reaction. Reactant: Br[CH2:2][CH2:3][CH2:4][N:5]1[CH:14]=[CH:13][C:12]2[C:7](=[CH:8][C:9]([C:15]([O:17][CH3:18])=[O:16])=[CH:10][CH:11]=2)[C:6]1=[O:19].C(=O)([O-])[O-].[K+].[K+].[CH3:26][O:27][C:28]1[CH:33]=[CH:32][C:31]([OH:34])=[CH:30][CH:29]=1. Product: [CH3:26][O:27][C:28]1[CH:33]=[CH:32][C:31]([O:34][CH2:2][CH2:3][CH2:4][N:5]2[CH:14]=[CH:13][C:12]3[C:7](=[CH:8][C:9]([C:15]([O:17][CH3:18])=[O:16])=[CH:10][CH:11]=3)[C:6]2=[O:19])=[CH:30][CH:29]=1. The catalyst class is: 3.